Dataset: Full USPTO retrosynthesis dataset with 1.9M reactions from patents (1976-2016). Task: Predict the reactants needed to synthesize the given product. (1) Given the product [C:1]1([C@@:7]([N:13]2[CH2:18][CH2:17][CH2:16][CH2:15][CH2:14]2)([CH3:12])[C:8]([O:10][C@@H:11]2[CH:22]3[CH2:23][CH2:24][N:19]([CH2:20][CH2:21]3)[CH2:26]2)=[O:9])[CH:2]=[CH:3][CH:4]=[CH:5][CH:6]=1, predict the reactants needed to synthesize it. The reactants are: [C:1]1([C@@:7]([N:13]2[CH2:18][CH2:17][CH2:16][CH2:15][CH2:14]2)([CH3:12])[C:8]([O:10][CH3:11])=[O:9])[CH:6]=[CH:5][CH:4]=[CH:3][CH:2]=1.[N:19]12[CH2:26]C[CH:22]([CH2:23][CH2:24]1)[C@@H:21](O)[CH2:20]2.[H-].[Na+]. (2) The reactants are: [CH2:1]([NH:8][C:9](=O)[CH2:10][C:11]1[CH:16]=[CH:15][CH:14]=[CH:13][C:12]=1[O:17][CH3:18])[CH2:2][CH2:3][CH2:4][CH2:5][CH2:6][CH3:7].B.CSC.Cl. Given the product [CH3:18][O:17][C:12]1[CH:13]=[CH:14][CH:15]=[CH:16][C:11]=1[CH2:10][CH2:9][NH:8][CH2:1][CH2:2][CH2:3][CH2:4][CH2:5][CH2:6][CH3:7], predict the reactants needed to synthesize it. (3) Given the product [CH3:1][N:2]1[C:6]2=[N:7][CH:8]=[CH:9][CH:10]=[C:5]2[N:4]=[C:3]1[O:15][C:16]1[CH:17]=[CH:18][C:19]([N:22]2[C:26]3=[N:27][CH:28]=[CH:29][CH:30]=[C:25]3[N:24]([CH2:31][CH2:32][CH3:33])[C:23]2=[O:34])=[CH:20][CH:21]=1, predict the reactants needed to synthesize it. The reactants are: [CH3:1][N:2]1[C:6]2=[N:7][CH:8]=[CH:9][CH:10]=[C:5]2[N:4]=[C:3]1S(C)(=O)=O.[OH:15][C:16]1[CH:21]=[CH:20][C:19]([N:22]2[C:26]3=[N:27][CH:28]=[CH:29][CH:30]=[C:25]3[N:24]([CH2:31][CH2:32][CH3:33])[C:23]2=[O:34])=[CH:18][CH:17]=1.[H-].[Na+]. (4) Given the product [F:1][C:2]1[CH:7]=[C:6]([F:8])[CH:5]=[CH:4][C:3]=1/[CH:9]=[C:10](\[I:13])/[CH:11]=[O:12], predict the reactants needed to synthesize it. The reactants are: [F:1][C:2]1[CH:7]=[C:6]([F:8])[CH:5]=[CH:4][C:3]=1/[CH:9]=[CH:10]\[CH:11]=[O:12].[I:13]Cl.